Task: Predict the reactants needed to synthesize the given product.. Dataset: Full USPTO retrosynthesis dataset with 1.9M reactions from patents (1976-2016) (1) Given the product [Cl:1][C:2]1[CH:3]=[C:4]([C:12]2[O:14][N:54]=[C:38]([C:39]3[CH:44]=[CH:43][N:42]=[C:41]4[N:45]([CH2:48][CH2:49][CH2:50][C:51]([O:53][CH2:15][CH3:20])=[O:52])[CH:46]=[CH:47][C:40]=34)[N:37]=2)[CH:5]=[N:6][C:7]=1[O:8][CH:9]([CH3:10])[CH3:11], predict the reactants needed to synthesize it. The reactants are: [Cl:1][C:2]1[CH:3]=[C:4]([C:12]([OH:14])=O)[CH:5]=[N:6][C:7]=1[O:8][CH:9]([CH3:11])[CH3:10].[CH:15]1C=CC2N(O)N=NC=2[CH:20]=1.CCN=C=NCCCN(C)C.O[NH:37]/[C:38](=[N:54]\[H])/[C:39]1[CH:44]=[CH:43][N:42]=[C:41]2[N:45]([CH2:48][CH2:49][CH2:50][C:51]([O-:53])=[O:52])[CH:46]=[CH:47][C:40]=12.CCCC[N+](CCCC)(CCCC)CCCC.[F-]. (2) Given the product [CH3:64][O:63][C:61]1[CH:60]=[CH:59][C:58]([CH2:65][C:66]2[CH:71]=[CH:70][CH:69]=[C:68]([O:72][CH3:73])[CH:67]=2)=[C:57]([C:54]2[CH:53]=[CH:52][C:51]([OH:50])=[CH:56][CH:55]=2)[CH:62]=1, predict the reactants needed to synthesize it. The reactants are: FC(F)(F)S(OC1C=C(OC)C=CC=1CC1C=CC=C(OC)C=1)(=O)=O.C(OC1C=CC(B(O)O)=CC=1)C1C=CC=CC=1.C([O:50][C:51]1[CH:56]=[CH:55][C:54]([C:57]2[CH:62]=[C:61]([O:63][CH3:64])[CH:60]=[CH:59][C:58]=2[CH2:65][C:66]2[CH:71]=[CH:70][CH:69]=[C:68]([O:72][CH3:73])[CH:67]=2)=[CH:53][CH:52]=1)C1C=CC=CC=1. (3) Given the product [Cl:32][C:33]1[CH:38]=[CH:37][C:36]([C:2]2[C:7]([CH:8]([CH2:13][CH2:14][CH3:15])[C:9]([O:11][CH3:12])=[O:10])=[C:6]([CH3:16])[N:5]=[C:4]([C:17]3[CH:22]=[CH:21][CH:20]=[CH:19][CH:18]=3)[N:3]=2)=[C:35]([O:42][CH3:43])[CH:34]=1, predict the reactants needed to synthesize it. The reactants are: Cl[C:2]1[C:7]([CH:8]([CH2:13][CH2:14][CH3:15])[C:9]([O:11][CH3:12])=[O:10])=[C:6]([CH3:16])[N:5]=[C:4]([C:17]2[CH:22]=[CH:21][CH:20]=[CH:19][CH:18]=2)[N:3]=1.C(N(CC)C(C)C)(C)C.[Cl:32][C:33]1[CH:38]=[CH:37][C:36](B(O)O)=[C:35]([O:42][CH3:43])[CH:34]=1.COCCOC.O. (4) Given the product [CH3:44][C:41]1[CH:40]=[CH:39][C:38]([N:30]([C:31]2[CH:36]=[CH:35][C:34]([CH3:37])=[CH:33][CH:32]=2)[C:16]2[CH:15]=[CH:14][C:13]3[C:18](=[C:19]([C:24]4[CH:29]=[CH:28][CH:27]=[CH:26][CH:25]=4)[C:20]4[C:11]([C:12]=3[C:46]3[CH:47]=[CH:48][CH:49]=[CH:50][CH:51]=3)=[CH:10][C:9]([N:8]([C:5]3[CH:6]=[CH:7][C:2]([CH3:1])=[CH:3][CH:4]=3)[C:52]3[CH:57]=[CH:56][C:55]([CH3:58])=[CH:54][CH:53]=3)=[CH:22][CH:21]=4)[CH:17]=2)=[CH:43][CH:42]=1, predict the reactants needed to synthesize it. The reactants are: [CH3:1][C:2]1[CH:7]=[CH:6][C:5]([N:8]([C:52]2[CH:57]=[CH:56][C:55]([CH3:58])=[CH:54][CH:53]=2)[C:9]2[CH:22]=[CH:21][C:20]3[C:19]([C:24]4[CH:29]=[CH:28][CH:27]=[CH:26][CH:25]=4)(O)[C:18]4[C:13](=[CH:14][CH:15]=[C:16]([N:30]([C:38]5[CH:43]=[CH:42][C:41]([CH3:44])=[CH:40][CH:39]=5)[C:31]5[CH:36]=[CH:35][C:34]([CH3:37])=[CH:33][CH:32]=5)[CH:17]=4)[C:12]([C:46]4[CH:51]=[CH:50][CH:49]=[CH:48][CH:47]=4)(O)[C:11]=3[CH:10]=2)=[CH:4][CH:3]=1.[I-].[Na+].O.[PH2]([O-])=O.[Na+].O.